From a dataset of Catalyst prediction with 721,799 reactions and 888 catalyst types from USPTO. Predict which catalyst facilitates the given reaction. (1) Reactant: [CH:1]([C:3]1[CH:8]=[CH:7][N:6]=[C:5]([NH:9][C@@H:10]2[CH2:15][CH2:14][CH2:13][CH2:12][C@H:11]2[NH:16][C@H:17]2[CH2:22][CH2:21][CH2:20][N:19]([C:23]3[CH:30]=[CH:29][C:26]([C:27]#[N:28])=[CH:25][CH:24]=3)[CH2:18]2)[CH:4]=1)=[O:2].[BH4-].[Na+]. Product: [OH:2][CH2:1][C:3]1[CH:8]=[CH:7][N:6]=[C:5]([NH:9][C@@H:10]2[CH2:15][CH2:14][CH2:13][CH2:12][C@H:11]2[NH:16][C@H:17]2[CH2:22][CH2:21][CH2:20][N:19]([C:23]3[CH:24]=[CH:25][C:26]([C:27]#[N:28])=[CH:29][CH:30]=3)[CH2:18]2)[CH:4]=1. The catalyst class is: 1. (2) Reactant: [CH2:1]([C@@:4]1([C:17]2[CH:22]=[CH:21][C:20]([F:23])=[CH:19][CH:18]=2)[O:9][C:8](=[O:10])[N:7]([C@H:11]2[CH2:16][CH2:15][CH2:14][NH:13][CH2:12]2)[CH2:6][CH2:5]1)[CH:2]=[CH2:3].CCN(CC)CC.[C:31](Cl)([O:33][CH2:34][C:35]1[CH:40]=[CH:39][CH:38]=[CH:37][CH:36]=1)=[O:32]. Product: [CH2:1]([C@@:4]1([C:17]2[CH:22]=[CH:21][C:20]([F:23])=[CH:19][CH:18]=2)[O:9][C:8](=[O:10])[N:7]([C@H:11]2[CH2:16][CH2:15][CH2:14][N:13]([C:31]([O:33][CH2:34][C:35]3[CH:40]=[CH:39][CH:38]=[CH:37][CH:36]=3)=[O:32])[CH2:12]2)[CH2:6][CH2:5]1)[CH:2]=[CH2:3]. The catalyst class is: 2. (3) Reactant: [CH3:1][CH:2]1[CH2:7][CH2:6][N:5]([C:8]([C:10]2[CH:18]=[CH:17][C:16]3[N:15]([CH2:19][C:20]4[CH:25]=[CH:24][C:23]([S:26][CH3:27])=[CH:22][CH:21]=4)[C:14]4[CH2:28][CH2:29][N:30](C(OC(C)(C)C)=O)[CH2:31][C:13]=4[C:12]=3[CH:11]=2)=[O:9])[CH2:4][CH2:3]1.[ClH:39]. Product: [CH3:1][CH:2]1[CH2:3][CH2:4][N:5]([C:8]([C:10]2[CH:18]=[CH:17][C:16]3[N:15]([CH2:19][C:20]4[CH:21]=[CH:22][C:23]([S:26][CH3:27])=[CH:24][CH:25]=4)[C:14]4[CH2:28][CH2:29][NH:30][CH2:31][C:13]=4[C:12]=3[CH:11]=2)=[O:9])[CH2:6][CH2:7]1.[ClH:39]. The catalyst class is: 275. (4) Reactant: [NH3:1].[F:2][C:3]1[CH:11]=[C:10](F)[C:9]([N+:13]([O-:15])=[O:14])=[CH:8][C:4]=1[C:5]([OH:7])=[O:6].Cl. Product: [F:2][C:3]1[CH:11]=[C:10]([NH2:1])[C:9]([N+:13]([O-:15])=[O:14])=[CH:8][C:4]=1[C:5]([OH:7])=[O:6]. The catalyst class is: 1. (5) The catalyst class is: 552. Reactant: Cl[C:2]1[N:7]=[C:6]([NH:8][CH3:9])[N:5]=[C:4]([N:10]2[C@H:15]([CH3:16])[CH2:14][CH2:13][C@H:12]([C:17]([NH:19][CH:20]3[CH2:25][CH2:24][CH2:23][CH2:22][CH2:21]3)=[O:18])[CH2:11]2)[CH:3]=1.[C:26]([C:28]1[C:33]([F:34])=[CH:32][C:31](B(O)O)=[CH:30][C:29]=1[F:38])#[N:27].C1(P(C2CCCCC2)C2CCCCC2)CCCCC1.[O-]P([O-])([O-])=O.[K+].[K+].[K+]. Product: [C:26]([C:28]1[C:33]([F:34])=[CH:32][C:31]([C:2]2[N:7]=[C:6]([NH:8][CH3:9])[N:5]=[C:4]([N:10]3[C@H:15]([CH3:16])[CH2:14][CH2:13][C@H:12]([C:17]([NH:19][CH:20]4[CH2:25][CH2:24][CH2:23][CH2:22][CH2:21]4)=[O:18])[CH2:11]3)[CH:3]=2)=[CH:30][C:29]=1[F:38])#[N:27]. (6) Reactant: [OH:1][C:2]1[C:3]2[CH2:23][N:22]([C:24](=[O:26])[CH3:25])[CH2:21][CH2:20][C:4]=2[N:5]=[C:6]([NH:8][C:9]2[CH:14]=[CH:13][C:12]([C:15]3[O:19][CH:18]=[N:17][CH:16]=3)=[CH:11][CH:10]=2)[N:7]=1.N12CCCN=C1CCCCC2.C1C=CC(N([S:45]([C:48]([F:51])([F:50])[F:49])(=[O:47])=[O:46])[S:45]([C:48]([F:51])([F:50])[F:49])(=[O:47])=[O:46])=CC=1. Product: [F:49][C:48]([F:51])([F:50])[S:45]([O:1][C:2]1[C:3]2[CH2:23][N:22]([C:24](=[O:26])[CH3:25])[CH2:21][CH2:20][C:4]=2[N:5]=[C:6]([NH:8][C:9]2[CH:14]=[CH:13][C:12]([C:15]3[O:19][CH:18]=[N:17][CH:16]=3)=[CH:11][CH:10]=2)[N:7]=1)(=[O:47])=[O:46]. The catalyst class is: 112. (7) Reactant: [Cl:1][C:2]1[CH:7]=[C:6]([C:8]([F:11])([F:10])[F:9])[CH:5]=[CH:4][C:3]=1[C:12]#[C:13][C:14]([OH:16])=O.[CH3:17][O:18][C:19]1[CH:32]=[C:31]([NH2:33])[CH:30]=[CH:29][C:20]=1[O:21][CH2:22][CH2:23][N:24]([CH2:27][CH3:28])[CH2:25][CH3:26]. Product: [ClH:1].[CH3:17][O:18][C:19]1[CH:32]=[C:31]([NH:33][C:14](=[O:16])[C:13]#[C:12][C:3]2[CH:4]=[CH:5][C:6]([C:8]([F:9])([F:10])[F:11])=[CH:7][C:2]=2[Cl:1])[CH:30]=[CH:29][C:20]=1[O:21][CH2:22][CH2:23][N:24]([CH2:27][CH3:28])[CH2:25][CH3:26]. The catalyst class is: 98.